Dataset: Human intestinal absorption (HIA) binary classification data from Hou et al.. Task: Regression/Classification. Given a drug SMILES string, predict its absorption, distribution, metabolism, or excretion properties. Task type varies by dataset: regression for continuous measurements (e.g., permeability, clearance, half-life) or binary classification for categorical outcomes (e.g., BBB penetration, CYP inhibition). Dataset: hia_hou. (1) The result is 1 (good absorption). The molecule is CC(C)c1cccc(C(C)C)c1O. (2) The molecule is O=C(O)CCc1nc(-c2ccccc2)c(-c2ccccc2)o1. The result is 1 (good absorption). (3) The drug is CN1CCN(CCCN2c3ccccc3Sc3ccc(C(F)(F)F)cc32)CC1. The result is 1 (good absorption). (4) The drug is NCCC[C@](N)(C(=O)O)C(F)F. The result is 1 (good absorption). (5) The drug is CN1C(=O)[C@@H](O)N=C(c2ccccc2)c2cc(Cl)ccc21. The result is 1 (good absorption). (6) The drug is CC[C@H](c1ccccc1)c1c(O)c2ccccc2oc1=O. The result is 1 (good absorption).